From a dataset of NCI-60 drug combinations with 297,098 pairs across 59 cell lines. Regression. Given two drug SMILES strings and cell line genomic features, predict the synergy score measuring deviation from expected non-interaction effect. (1) Drug 1: CN(CC1=CN=C2C(=N1)C(=NC(=N2)N)N)C3=CC=C(C=C3)C(=O)NC(CCC(=O)O)C(=O)O. Drug 2: CCC1(CC2CC(C3=C(CCN(C2)C1)C4=CC=CC=C4N3)(C5=C(C=C6C(=C5)C78CCN9C7C(C=CC9)(C(C(C8N6C=O)(C(=O)OC)O)OC(=O)C)CC)OC)C(=O)OC)O.OS(=O)(=O)O. Cell line: SN12C. Synergy scores: CSS=38.2, Synergy_ZIP=-3.72, Synergy_Bliss=-0.00600, Synergy_Loewe=-6.62, Synergy_HSA=0.00280. (2) Drug 1: CC1C(C(CC(O1)OC2CC(OC(C2O)C)OC3=CC4=CC5=C(C(=O)C(C(C5)C(C(=O)C(C(C)O)O)OC)OC6CC(C(C(O6)C)O)OC7CC(C(C(O7)C)O)OC8CC(C(C(O8)C)O)(C)O)C(=C4C(=C3C)O)O)O)O. Drug 2: C1CC(=O)NC(=O)C1N2C(=O)C3=CC=CC=C3C2=O. Cell line: BT-549. Synergy scores: CSS=9.45, Synergy_ZIP=-0.530, Synergy_Bliss=-3.00, Synergy_Loewe=-49.2, Synergy_HSA=-2.26. (3) Drug 1: CC(C)NC(=O)C1=CC=C(C=C1)CNNC.Cl. Drug 2: CCC1(C2=C(COC1=O)C(=O)N3CC4=CC5=C(C=CC(=C5CN(C)C)O)N=C4C3=C2)O.Cl. Cell line: OVCAR-5. Synergy scores: CSS=0.309, Synergy_ZIP=-5.50, Synergy_Bliss=-10.8, Synergy_Loewe=-22.8, Synergy_HSA=-11.5. (4) Drug 1: CC=C1C(=O)NC(C(=O)OC2CC(=O)NC(C(=O)NC(CSSCCC=C2)C(=O)N1)C(C)C)C(C)C. Drug 2: CC(C)(C#N)C1=CC(=CC(=C1)CN2C=NC=N2)C(C)(C)C#N. Cell line: HCC-2998. Synergy scores: CSS=28.5, Synergy_ZIP=-3.30, Synergy_Bliss=-2.63, Synergy_Loewe=-38.6, Synergy_HSA=-0.711. (5) Drug 1: CC12CCC(CC1=CCC3C2CCC4(C3CC=C4C5=CN=CC=C5)C)O. Drug 2: CC1=C(C=C(C=C1)C(=O)NC2=CC(=CC(=C2)C(F)(F)F)N3C=C(N=C3)C)NC4=NC=CC(=N4)C5=CN=CC=C5. Cell line: SF-539. Synergy scores: CSS=7.63, Synergy_ZIP=-1.78, Synergy_Bliss=-0.603, Synergy_Loewe=-0.890, Synergy_HSA=-1.01. (6) Drug 1: COC1=C2C(=CC3=C1OC=C3)C=CC(=O)O2. Drug 2: B(C(CC(C)C)NC(=O)C(CC1=CC=CC=C1)NC(=O)C2=NC=CN=C2)(O)O. Cell line: OVCAR-4. Synergy scores: CSS=55.5, Synergy_ZIP=-0.514, Synergy_Bliss=-2.64, Synergy_Loewe=-12.6, Synergy_HSA=-2.84. (7) Drug 1: CNC(=O)C1=CC=CC=C1SC2=CC3=C(C=C2)C(=NN3)C=CC4=CC=CC=N4. Drug 2: CC1C(C(CC(O1)OC2CC(CC3=C2C(=C4C(=C3O)C(=O)C5=CC=CC=C5C4=O)O)(C(=O)C)O)N)O. Cell line: OVCAR-4. Synergy scores: CSS=28.8, Synergy_ZIP=3.20, Synergy_Bliss=3.96, Synergy_Loewe=-5.07, Synergy_HSA=5.04.